From a dataset of Full USPTO retrosynthesis dataset with 1.9M reactions from patents (1976-2016). Predict the reactants needed to synthesize the given product. Given the product [CH3:1][O:2][C:3]1[C@:10]2([CH2:13][CH:14]=[C:15]([CH3:16])[CH3:17])[C:11](=[O:12])[C@@H:6]([C@:7]([CH3:28])([CH2:22][CH2:23][CH:24]=[C:25]([CH3:27])[CH3:26])[C@@H:8]([O:18][CH2:19][O:20][CH3:21])[CH2:9]2)[C:5](=[O:29])[C:4]=1[Si:31]([CH3:34])([CH3:33])[CH3:32], predict the reactants needed to synthesize it. The reactants are: [CH3:1][O:2][C:3]1[C@:10]2([CH2:13][CH:14]=[C:15]([CH3:17])[CH3:16])[C:11](=[O:12])[C@@H:6]([C@:7]([CH3:28])([CH2:22][CH2:23][CH:24]=[C:25]([CH3:27])[CH3:26])[C@@H:8]([O:18][CH2:19][O:20][CH3:21])[CH2:9]2)[C:5](=[O:29])[CH:4]=1.Cl[Si:31]([CH3:34])([CH3:33])[CH3:32].[Li]N1C(C)(C)CCCC1(C)C.